This data is from Full USPTO retrosynthesis dataset with 1.9M reactions from patents (1976-2016). The task is: Predict the reactants needed to synthesize the given product. (1) Given the product [CH:1]([O:4][C:5]([N:7]1[CH2:12][CH2:11][CH:10]([O:13][C:14]2[C:19]([O:20][CH3:21])=[C:18]([NH:30][C:29]3[C:24]([CH3:23])=[N:25][C:26]([CH3:31])=[CH:27][CH:28]=3)[N:17]=[CH:16][N:15]=2)[CH2:9][CH2:8]1)=[O:6])([CH3:3])[CH3:2], predict the reactants needed to synthesize it. The reactants are: [CH:1]([O:4][C:5]([N:7]1[CH2:12][CH2:11][CH:10]([O:13][C:14]2[C:19]([O:20][CH3:21])=[C:18](Cl)[N:17]=[CH:16][N:15]=2)[CH2:9][CH2:8]1)=[O:6])([CH3:3])[CH3:2].[CH3:23][C:24]1[C:29]([NH2:30])=[CH:28][CH:27]=[C:26]([CH3:31])[N:25]=1.CC([O-])(C)C.[Na+]. (2) Given the product [S:33]([OH:36])([OH:35])(=[O:34])=[O:32].[NH:30]([C:1]([CH2:6][CH2:7][N:8]([CH3:28])[CH2:9][C@H:10]1[O:14][C@@H:13]([N:15]2[C:24]3[N:23]=[CH:22][N:21]=[C:19]([NH2:20])[C:18]=3[N:17]=[C:16]2[CH3:25])[C@H:12]([OH:26])[C@@H:11]1[OH:27])=[O:2])[NH2:31], predict the reactants needed to synthesize it. The reactants are: [C:1]([CH2:6][CH2:7][N:8]([CH3:28])[CH2:9][C@H:10]1[O:14][C@@H:13]([N:15]2[C:24]3[N:23]=[CH:22][N:21]=[C:19]([NH2:20])[C:18]=3[N:17]=[C:16]2[CH3:25])[C@H:12]([OH:26])[C@@H:11]1[OH:27])(OCC)=[O:2].O.[NH2:30][NH2:31].[OH:32][S:33]([OH:36])(=[O:35])=[O:34]. (3) Given the product [CH2:21]([N:11]1[C:12]2[C:7](=[C:6]([OH:39])[C:5]([C:3]([NH:40][CH2:41][CH2:42][C:43]([OH:45])=[O:44])=[O:4])=[N:14][C:13]=2[C:15]2[CH:16]=[N:17][CH:18]=[CH:19][CH:20]=2)[CH:8]=[C:9]([C:29]2[CH:30]=[CH:31][C:32]([C:35]([F:36])([F:38])[F:37])=[CH:33][CH:34]=2)[C:10]1=[O:28])[C:22]1[CH:27]=[CH:26][CH:25]=[CH:24][CH:23]=1, predict the reactants needed to synthesize it. The reactants are: CO[C:3]([C:5]1[C:6]([OH:39])=[C:7]2[C:12](=[C:13]([C:15]3[CH:16]=[N:17][CH:18]=[CH:19][CH:20]=3)[N:14]=1)[N:11]([CH2:21][C:22]1[CH:27]=[CH:26][CH:25]=[CH:24][CH:23]=1)[C:10](=[O:28])[C:9]([C:29]1[CH:34]=[CH:33][C:32]([C:35]([F:38])([F:37])[F:36])=[CH:31][CH:30]=1)=[CH:8]2)=[O:4].[NH2:40][CH2:41][CH2:42][C:43]([OH:45])=[O:44].C[O-].[Na+].